From a dataset of hERG Central: cardiac toxicity at 1µM, 10µM, and general inhibition. Predict hERG channel inhibition at various concentrations. The drug is COc1ccc(C(CNC(=O)c2ccc(Cl)c(NC(=O)c3cccs3)c2)N2CCCC2)cc1. Results: hERG_inhib (hERG inhibition (general)): blocker.